This data is from Catalyst prediction with 721,799 reactions and 888 catalyst types from USPTO. The task is: Predict which catalyst facilitates the given reaction. (1) Reactant: [F:1][C:2]1[CH:21]=[C:20]([N:22]2[CH2:27][CH2:26][O:25][CH2:24][CH2:23]2)[CH:19]=[CH:18][C:3]=1[CH2:4][N:5]1[CH2:10][CH2:9][N:8](C(OC(C)(C)C)=O)[CH2:7][CH2:6]1.Cl. Product: [F:1][C:2]1[CH:21]=[C:20]([N:22]2[CH2:23][CH2:24][O:25][CH2:26][CH2:27]2)[CH:19]=[CH:18][C:3]=1[CH2:4][N:5]1[CH2:6][CH2:7][NH:8][CH2:9][CH2:10]1. The catalyst class is: 4. (2) Product: [F:12][C:13]1[CH:18]=[C:17]([F:19])[CH:16]=[CH:15][C:14]=1[C:20]([CH:23]1[CH2:25][CH:24]1[C:26]#[N:27])([C:36]1[C:35]2[C:39](=[C:31]([CH2:30][S:29][CH3:28])[CH:32]=[CH:33][CH:34]=2)[NH:38][CH:37]=1)[CH3:21]. The catalyst class is: 4. Reactant: FC(F)(F)C(O)=O.[Cl-].[In+3].[Cl-].[Cl-].[F:12][C:13]1[CH:18]=[C:17]([F:19])[CH:16]=[CH:15][C:14]=1[C:20]([CH:23]1[CH2:25][CH:24]1[C:26]#[N:27])(O)[CH3:21].[CH3:28][S:29][CH2:30][C:31]1[CH:32]=[CH:33][CH:34]=[C:35]2[C:39]=1[NH:38][CH:37]=[CH:36]2. (3) Reactant: C[NH:2][C:3]1[C:4](=[CH:8][C:9]([CH3:13])=[CH:10][C:11]=1[CH3:12])[C:5]([OH:7])=[O:6].[F:14][C:15]1[CH:20]=[CH:19][C:18]([S:21](Cl)(=[O:23])=[O:22])=[CH:17][CH:16]=1.N1C=CC=C[CH:26]=1. Product: [CH3:26][O:7][C:5](=[O:6])[C:4]1[CH:8]=[C:9]([CH3:13])[CH:10]=[C:11]([CH3:12])[C:3]=1[NH:2][S:21]([C:18]1[CH:19]=[CH:20][C:15]([F:14])=[CH:16][CH:17]=1)(=[O:23])=[O:22]. The catalyst class is: 22. (4) Reactant: [CH3:1][O:2][C:3]1[C:4]([O:21][CH3:22])=[CH:5][C:6]2[NH:12][C:11](=O)[CH2:10][N:9]=[C:8]([C:14]3[CH:19]=[CH:18][CH:17]=[CH:16][CH:15]=3)[C:7]=2[CH:20]=1.COC1C=CC(P2(SP(C3C=CC(OC)=CC=3)(=S)S2)=[S:32])=CC=1. Product: [CH3:1][O:2][C:3]1[C:4]([O:21][CH3:22])=[CH:5][C:6]2[NH:12][C:11](=[S:32])[CH2:10][N:9]=[C:8]([C:14]3[CH:19]=[CH:18][CH:17]=[CH:16][CH:15]=3)[C:7]=2[CH:20]=1. The catalyst class is: 11. (5) Reactant: FC(F)(F)C1C=CN=C(NC2C=C(C3SC([C@H:21]4[CH2:26][CH2:25][C@H:24]([C:27]([O:29]C)=[O:28])[CH2:23][CH2:22]4)=NC=3)C=CC=2)N=1.[Li+].[OH-].Cl.CCOCC. Product: [CH:24]1([C:27]([OH:29])=[O:28])[CH2:25][CH2:26][CH2:21][CH2:22][CH2:23]1. The catalyst class is: 83. (6) Reactant: C(NC(C)C)(C)C.[Li]CCCC.[Br:13][C:14]1[CH:15]=[CH:16][C:17]([O:20][CH3:21])=[N:18][CH:19]=1.CN([CH:25]=[O:26])C. Product: [Br:13][C:14]1[C:15]([CH:25]=[O:26])=[CH:16][C:17]([O:20][CH3:21])=[N:18][CH:19]=1. The catalyst class is: 1.